From a dataset of Forward reaction prediction with 1.9M reactions from USPTO patents (1976-2016). Predict the product of the given reaction. The product is: [Cl:23][C:24]1[CH:25]=[C:26]([CH:31]([CH3:34])[CH2:32][NH:33][C:15](=[O:16])[C:14]2[CH:18]=[CH:19][C:20]([I:22])=[CH:21][C:13]=2[NH:12][S:9]([C:3]2[C:2]([F:1])=[CH:7][CH:6]=[CH:5][C:4]=2[F:8])(=[O:11])=[O:10])[CH:27]=[CH:28][C:29]=1[Cl:30]. Given the reactants [F:1][C:2]1[CH:7]=[CH:6][CH:5]=[C:4]([F:8])[C:3]=1[S:9]([NH:12][C:13]1[CH:21]=[C:20]([I:22])[CH:19]=[CH:18][C:14]=1[C:15](O)=[O:16])(=[O:11])=[O:10].[Cl:23][C:24]1[CH:25]=[C:26]([CH:31]([CH3:34])[CH2:32][NH2:33])[CH:27]=[CH:28][C:29]=1[Cl:30], predict the reaction product.